Dataset: NCI-60 drug combinations with 297,098 pairs across 59 cell lines. Task: Regression. Given two drug SMILES strings and cell line genomic features, predict the synergy score measuring deviation from expected non-interaction effect. (1) Drug 1: C1=NC2=C(N1)C(=S)N=CN2. Drug 2: COCCOC1=C(C=C2C(=C1)C(=NC=N2)NC3=CC=CC(=C3)C#C)OCCOC.Cl. Cell line: M14. Synergy scores: CSS=23.0, Synergy_ZIP=-0.0555, Synergy_Bliss=-0.548, Synergy_Loewe=-16.3, Synergy_HSA=-3.54. (2) Drug 1: C1=CN(C(=O)N=C1N)C2C(C(C(O2)CO)O)O.Cl. Drug 2: CN(CCCl)CCCl.Cl. Cell line: A498. Synergy scores: CSS=25.7, Synergy_ZIP=-11.8, Synergy_Bliss=-8.72, Synergy_Loewe=-12.1, Synergy_HSA=-5.11.